This data is from Reaction yield outcomes from USPTO patents with 853,638 reactions. The task is: Predict the reaction yield, written as a fraction of the theoretical maximum amount of product (1.0 means a 100% yield; for example, 0.34 means a 34% yield). (1) The reactants are [Si:1]([O:8][C@@H:9]1[C@@H:14]([CH3:15])[CH2:13][NH:12][CH2:11][C@H:10]1[NH:16][C:17](=[O:23])[O:18][C:19]([CH3:22])([CH3:21])[CH3:20])([C:4]([CH3:7])([CH3:6])[CH3:5])([CH3:3])[CH3:2].Cl[C:25]1[C:30]([N+:31]([O-:33])=[O:32])=[CH:29][N:28]=[CH:27][C:26]=1[CH3:34].C(N(CC)CC)C. The catalyst is C(O)(C)C. The product is [Si:1]([O:8][C@@H:9]1[C@@H:14]([CH3:15])[CH2:13][N:12]([C:25]2[C:30]([N+:31]([O-:33])=[O:32])=[CH:29][N:28]=[CH:27][C:26]=2[CH3:34])[CH2:11][C@H:10]1[NH:16][C:17](=[O:23])[O:18][C:19]([CH3:22])([CH3:21])[CH3:20])([C:4]([CH3:7])([CH3:5])[CH3:6])([CH3:3])[CH3:2]. The yield is 0.370. (2) The reactants are [NH2:1][C:2]1[C:7]([O:8][CH2:9][C:10]2[CH:17]=[CH:16][CH:15]=[CH:14][C:11]=2C#N)=[CH:6][C:5](Br)=[CH:4][N:3]=1.[C:19]([C:22]1[CH:27]=[CH:26][C:25](B(O)O)=[CH:24][CH:23]=1)([OH:21])=[O:20].C(=O)([O-])[O-].[K+].[K+].CN(C)C=O. The catalyst is [Pd].C1(P(C2C=CC=CC=2)C2C=CC=CC=2)C=CC=CC=1.C1(P(C2C=CC=CC=2)C2C=CC=CC=2)C=CC=CC=1.C1(P(C2C=CC=CC=2)C2C=CC=CC=2)C=CC=CC=1.C1(P(C2C=CC=CC=2)C2C=CC=CC=2)C=CC=CC=1.O. The product is [NH2:1][C:2]1[N:3]=[CH:4][C:5]([C:25]2[CH:26]=[CH:27][C:22]([C:19]([OH:21])=[O:20])=[CH:23][CH:24]=2)=[CH:6][C:7]=1[O:8][CH2:9][C:10]1[CH:11]=[CH:14][C:15]([C:10]([CH3:17])([CH3:11])[CH3:9])=[CH:16][CH:17]=1. The yield is 0.800. (3) The reactants are C[O:2][C:3]([C:5]1[N:6]([CH2:31][CH:32]=O)[CH:7]=[C:8]([C:20](=[O:30])[NH:21][CH2:22][C:23]2[CH:28]=[CH:27][C:26]([F:29])=[CH:25][CH:24]=2)[C:9](=[O:19])[C:10]=1[O:11][CH2:12][C:13]1[CH:18]=[CH:17][CH:16]=[CH:15][CH:14]=1)=O.[NH2:34][C@H:35]([CH3:43])[CH2:36][CH2:37][NH:38][CH2:39][CH:40]([CH3:42])[CH3:41].C(O)(=O)C. The catalyst is ClCCl. The product is [F:29][C:26]1[CH:25]=[CH:24][C:23]([CH2:22][NH:21][C:20]([C:8]2[C:9](=[O:19])[C:10]([O:11][CH2:12][C:13]3[CH:18]=[CH:17][CH:16]=[CH:15][CH:14]=3)=[C:5]3[C:3](=[O:2])[N:34]4[C@H:35]([CH3:43])[CH2:36][CH2:37][N:38]([CH2:39][CH:40]([CH3:42])[CH3:41])[C@H:32]4[CH2:31][N:6]3[CH:7]=2)=[O:30])=[CH:28][CH:27]=1. The yield is 0.600. (4) The product is [CH3:1][O:2][C:3](=[O:21])[CH:4]([C:11]1[CH:16]=[CH:15][C:14]([S:23]([CH3:22])(=[O:25])=[O:24])=[C:13]([N+:18]([O-:20])=[O:19])[CH:12]=1)[CH2:5][CH:6]1[CH2:10][CH2:9][CH2:8][CH2:7]1. The yield is 0.840. The catalyst is CS(C)=O. The reactants are [CH3:1][O:2][C:3](=[O:21])[CH:4]([C:11]1[CH:16]=[CH:15][C:14](Cl)=[C:13]([N+:18]([O-:20])=[O:19])[CH:12]=1)[CH2:5][CH:6]1[CH2:10][CH2:9][CH2:8][CH2:7]1.[CH3:22][S:23]([O-:25])=[O:24].[Na+].C(OCC)(=O)C.O. (5) The reactants are [CH2:1]([N:8]1[CH:17]=[C:16](Br)[C:15]2[N:14]=[CH:13][CH:12]=[CH:11][C:10]=2[C:9]1=[O:19])[C:2]1[CH:7]=[CH:6][CH:5]=[CH:4][CH:3]=1.[CH3:20][C:21]1[C:25](B(O)O)=[C:24]([CH3:29])[O:23][N:22]=1.C([O-])([O-])=O.[Na+].[Na+]. The catalyst is C1(C)C=CC=CC=1.C(O)C.O.C1C=CC([P]([Pd]([P](C2C=CC=CC=2)(C2C=CC=CC=2)C2C=CC=CC=2)([P](C2C=CC=CC=2)(C2C=CC=CC=2)C2C=CC=CC=2)[P](C2C=CC=CC=2)(C2C=CC=CC=2)C2C=CC=CC=2)(C2C=CC=CC=2)C2C=CC=CC=2)=CC=1. The product is [CH2:1]([N:8]1[CH:17]=[C:16]([C:25]2[C:21]([CH3:20])=[N:22][O:23][C:24]=2[CH3:29])[C:15]2[N:14]=[CH:13][CH:12]=[CH:11][C:10]=2[C:9]1=[O:19])[C:2]1[CH:7]=[CH:6][CH:5]=[CH:4][CH:3]=1. The yield is 0.660. (6) The reactants are [F:1][C:2]1[CH:21]=[C:20]([F:22])[CH:19]=[CH:18][C:3]=1[O:4][C:5]1[CH:10]=[CH:9][C:8]([S:11]([NH2:14])(=[O:13])=[O:12])=[CH:7][C:6]=1[N+:15]([O-])=O.[Cl-].[NH4+].O1CCCC1.C(O)C. The catalyst is [Fe].O. The product is [NH2:15][C:6]1[CH:7]=[C:8]([S:11]([NH2:14])(=[O:13])=[O:12])[CH:9]=[CH:10][C:5]=1[O:4][C:3]1[CH:18]=[CH:19][C:20]([F:22])=[CH:21][C:2]=1[F:1]. The yield is 0.950.